This data is from Catalyst prediction with 721,799 reactions and 888 catalyst types from USPTO. The task is: Predict which catalyst facilitates the given reaction. (1) Reactant: [O:1]1[C:10]2[C:5](=[N+:6]([O-])[CH:7]=[CH:8][CH:9]=2)[O:4][CH2:3][CH2:2]1.[CH2:12]([N:14](CC)CC)C.O. Product: [O:1]1[C:10]2[C:5](=[N:6][C:7]([C:12]#[N:14])=[CH:8][CH:9]=2)[O:4][CH2:3][CH2:2]1. The catalyst class is: 10. (2) Reactant: [C:1]([O:5][C:6](=[O:25])[NH:7][C:8]1[CH:13]=[CH:12][CH:11]=[CH:10][C:9]=1[NH:14][C:15](=[O:24])[C:16]1[CH:21]=[CH:20][C:19]([CH:22]=[CH2:23])=[CH:18][CH:17]=1)([CH3:4])([CH3:3])[CH3:2].C1C=C(Cl)C=C(C(OO)=[O:34])C=1.C([O-])(O)=O.[Na+]. Product: [C:1]([O:5][C:6](=[O:25])[NH:7][C:8]1[CH:13]=[CH:12][CH:11]=[CH:10][C:9]=1[NH:14][C:15](=[O:24])[C:16]1[CH:21]=[CH:20][C:19]([CH:22]2[CH2:23][O:34]2)=[CH:18][CH:17]=1)([CH3:4])([CH3:2])[CH3:3]. The catalyst class is: 22. (3) Reactant: [S:1]1[C:5]2[CH:6]=[CH:7][C:8]([CH:10](C(O)=O)[C:11]([OH:13])=[O:12])=[CH:9][C:4]=2[CH:3]=[CH:2]1.O.C1(C)C=CC(S(O)(=O)=O)=CC=1. Product: [S:1]1[C:5]2[CH:6]=[CH:7][C:8]([CH2:10][C:11]([OH:13])=[O:12])=[CH:9][C:4]=2[CH:3]=[CH:2]1. The catalyst class is: 113. (4) Reactant: [CH3:1][C:2]1[CH:7]=[CH:6][N:5]=[C:4]([NH2:8])[C:3]=1[NH2:9].[O:10]([CH2:17][C:18]1[CH:25]=[CH:24][C:21]([CH:22]=O)=[CH:20][CH:19]=1)[C:11]1[CH:16]=[CH:15][CH:14]=[CH:13][CH:12]=1.C(OI(C1C=CC=CC=1)OC(=O)C)(=O)C. Product: [CH3:1][C:2]1[CH:7]=[CH:6][N:5]=[C:4]2[NH:8][C:22]([C:21]3[CH:24]=[CH:25][C:18]([CH2:17][O:10][C:11]4[CH:16]=[CH:15][CH:14]=[CH:13][CH:12]=4)=[CH:19][CH:20]=3)=[N:9][C:3]=12. The catalyst class is: 5. (5) Reactant: [NH2:1][C@@H:2]1[CH2:7][CH2:6][CH2:5][CH2:4][C@H:3]1[CH2:8][C:9]1[CH:14]=[CH:13][C:12]([N:15]2[S:19](=[O:21])(=[O:20])[N:18]([CH2:22][CH2:23][Si:24]([CH3:27])([CH3:26])[CH3:25])[C:17](=[O:28])[CH2:16]2)=[C:11]([O:29][CH2:30][C:31]2[CH:36]=[CH:35][CH:34]=[CH:33][CH:32]=2)[CH:10]=1.C(N(C(C)C)CC)(C)C.[CH3:46][S:47](Cl)(=[O:49])=[O:48].Cl. Product: [CH2:30]([O:29][C:11]1[CH:10]=[C:9]([CH:14]=[CH:13][C:12]=1[N:15]1[CH2:16][C:17](=[O:28])[N:18]([CH2:22][CH2:23][Si:24]([CH3:26])([CH3:27])[CH3:25])[S:19]1(=[O:21])=[O:20])[CH2:8][C@@H:3]1[CH2:4][CH2:5][CH2:6][CH2:7][C@H:2]1[NH:1][S:47]([CH3:46])(=[O:49])=[O:48])[C:31]1[CH:32]=[CH:33][CH:34]=[CH:35][CH:36]=1. The catalyst class is: 2. (6) Reactant: [C:1]([C:4]1[CH:9]=[CH:8][CH:7]=[CH:6][CH:5]=1)(=[O:3])[CH3:2].[C:10](OCC)(=[O:16])[C:11]([O:13][CH2:14][CH3:15])=[O:12].[H-].[Na+]. Product: [CH2:14]([O:13][C:11](=[O:12])[C:10](=[O:16])[CH2:2][C:1](=[O:3])[C:4]1[CH:9]=[CH:8][CH:7]=[CH:6][CH:5]=1)[CH3:15]. The catalyst class is: 3. (7) Reactant: [H-].[Na+].[CH3:3][N:4]1[C:12]2[CH:11]=[CH:10][CH:9]=[CH:8][C:7]=2[C:6]2[C:13]([C:18]([O:20][CH2:21][CH3:22])=[O:19])=[N:14][NH:15][C:16](=[O:17])[C:5]1=2.[CH2:23](Br)[C:24]1[CH:29]=[CH:28][CH:27]=[CH:26][CH:25]=1. Product: [CH2:23]([N:15]1[C:16](=[O:17])[C:5]2[N:4]([CH3:3])[C:12]3[CH:11]=[CH:10][CH:9]=[CH:8][C:7]=3[C:6]=2[C:13]([C:18]([O:20][CH2:21][CH3:22])=[O:19])=[N:14]1)[C:24]1[CH:29]=[CH:28][CH:27]=[CH:26][CH:25]=1. The catalyst class is: 1.